This data is from Full USPTO retrosynthesis dataset with 1.9M reactions from patents (1976-2016). The task is: Predict the reactants needed to synthesize the given product. Given the product [CH3:1][CH2:2][N:3]([CH2:6][CH2:7][NH:8][C:9]([C:11]1[C:12]([CH3:29])=[C:13](/[CH:17]=[C:18]2/[C:19]3[CH:20]=[C:21]([F:28])[CH:22]=[CH:23][C:24]=3[NH:25][C:26]/2=[O:27])[NH:14][C:15]=1[CH3:16])=[O:10])[CH2:4][CH3:5].[C:35]([C@H:33]([C@@H:31]([C:30]([O-:39])=[O:38])[OH:32])[OH:34])([O-:37])=[O:36], predict the reactants needed to synthesize it. The reactants are: [CH3:1][CH2:2][N:3]([CH2:6][CH2:7][NH:8][C:9]([C:11]1[C:12]([CH3:29])=[C:13](/[CH:17]=[C:18]2/[C:19]3[CH:20]=[C:21]([F:28])[CH:22]=[CH:23][C:24]=3[NH:25][C:26]/2=[O:27])[NH:14][C:15]=1[CH3:16])=[O:10])[CH2:4][CH3:5].[C:30]([OH:39])(=[O:38])[C@H:31]([C@@H:33]([C:35]([OH:37])=[O:36])[OH:34])[OH:32].